From a dataset of Full USPTO retrosynthesis dataset with 1.9M reactions from patents (1976-2016). Predict the reactants needed to synthesize the given product. (1) Given the product [NH2:11][C:9]1[N:8]=[CH:7][N:6]=[C:5]2[N:4]([CH:12]([CH3:14])[CH3:13])[N:3]=[C:2]([C:23]3[CH:35]=[CH:34][C:26]4[N:27]=[C:28]([NH:30][C:31](=[O:33])[CH3:32])[S:29][C:25]=4[CH:24]=3)[C:10]=12, predict the reactants needed to synthesize it. The reactants are: I[C:2]1[C:10]2[C:5](=[N:6][CH:7]=[N:8][C:9]=2[NH2:11])[N:4]([CH:12]([CH3:14])[CH3:13])[N:3]=1.CC1(C)C(C)(C)OB([C:23]2[CH:35]=[CH:34][C:26]3[N:27]=[C:28]([NH:30][C:31](=[O:33])[CH3:32])[S:29][C:25]=3[CH:24]=2)O1.C1(P(C2C=CC=CC=2)C2C=CC=CC=2)C=CC=CC=1.C([O-])([O-])=O.[Na+].[Na+]. (2) Given the product [Br:17][C:13]1[CH:14]=[C:15]2[C:10](=[CH:11][C:12]=1[F:18])[N:9]=[C:8]([NH:19][CH2:20][C:21]1[CH:22]=[CH:23][C:24]([O:27][CH3:28])=[CH:25][CH:26]=1)[C:7](/[CH:6]=[CH:2]/[C:3]([NH:36][CH2:35][CH:29]1[CH2:34][CH2:33][CH2:32][CH2:31][CH2:30]1)=[O:5])=[CH:16]2, predict the reactants needed to synthesize it. The reactants are: C/[C:2](=[CH:6]\[C:7]1[C:8]([NH:19][CH2:20][C:21]2[CH:26]=[CH:25][C:24]([O:27][CH3:28])=[CH:23][CH:22]=2)=[N:9][C:10]2[C:15]([CH:16]=1)=[CH:14][C:13]([Br:17])=[C:12]([F:18])[CH:11]=2)/[C:3]([OH:5])=O.[CH:29]1([CH2:35][NH2:36])[CH2:34][CH2:33][CH2:32][CH2:31][CH2:30]1.CCN(C(C)C)C(C)C.C(=O)(O)[O-].[Na+]. (3) Given the product [Cl:3][C:4]1[CH:12]=[C:11]2[C:7]([C:8]([CH2:14][C:15]([OH:17])=[O:16])=[N:9][N:10]2[CH3:13])=[CH:6][CH:5]=1, predict the reactants needed to synthesize it. The reactants are: [OH-].[K+].[Cl:3][C:4]1[CH:12]=[C:11]2[C:7]([C:8]([CH2:14][C:15]([O:17]CC)=[O:16])=[N:9][N:10]2[CH3:13])=[CH:6][CH:5]=1. (4) Given the product [CH3:44][N:45]([CH3:53])[C:27](=[O:29])[C:26]1[CH:25]=[C:24]([C:10]2[C:11]3[C:12]([NH:17][CH:18]4[CH2:19][CH2:20][O:21][CH2:22][CH2:23]4)=[N:13][CH:14]=[CH:15][C:16]=3[NH:8][N:9]=2)[N:34]=[C:33]([CH3:35])[CH:32]=1, predict the reactants needed to synthesize it. The reactants are: COC1C=CC(C[N:8]2[C:16]3[CH:15]=[CH:14][N:13]=[C:12]([NH:17][CH:18]4[CH2:23][CH2:22][O:21][CH2:20][CH2:19]4)[C:11]=3[C:10]([C:24]3[CH:25]=[C:26]([CH:32]=[C:33]([CH3:35])[N:34]=3)[C:27]([O:29]CC)=O)=[N:9]2)=CC=1.COC1C=CC([CH2:44][N:45]2[C:53]3C=CN=C(NC4CCOCC4)C=3C([Sn](C)(C)C)=N2)=CC=1.BrC1C=C(C=C(C)N=1)C(OCC)=O.[Li+].[Cl-].